This data is from Drug-target binding data from BindingDB using IC50 measurements. The task is: Regression. Given a target protein amino acid sequence and a drug SMILES string, predict the binding affinity score between them. We predict pIC50 (pIC50 = -log10(IC50 in M); higher means more potent). Dataset: bindingdb_ic50. (1) The drug is CC(C)CC1(O)CCN(C(=O)Nc2cc(Oc3ccc(F)cc3)cc(C(=O)Oc3ccc(C(C)(C)C(=O)O)cc3)c2)CC1. The target protein (P47752) has sequence MGGLYSEYLNPEKVQEHYNYTKETLDMQETPSRKVASAFIIILCCAIVVENLLVLIAVARNSKFHSAMYLFLGNLAASDLLAGVAFVANTLLSGPVTLSLTPLQWFAREGSAFITLSASVFSLLAIAIERQVAIAKVKLYGSDKSCRMLMLIGASWLISLILGGLPILGWNCLDHLEACSTVLPLYAKHYVLCVVTIFSVILLAIVALYVRIYFVVRSSHADVAGPQTLALLKTVTIVLGVFIICWLPAFSILLLDSTCPVRACPVLYKAHYFFAFATLNSLLNPVIYTWRSRDLRREVLRPLLCWRQGKGATGRRGGNPGHRLLPLRSSSSLERGLHMPTSPTFLEGNTVV. The pIC50 is 9.0. (2) The drug is C=CCc1ccc(S(=O)(=O)Nc2ccnn2-c2ccccc2)cc1. The target protein (P33260) has sequence MDPAVALVLCLSCLFLLSLWRQSSGRGRLPSGPTPLPIIGNILQLDVKDMSKSLTNFSKVYGPVFTVYFGLKPIVVLHGYEAVKEALIDHGEEFSGRGSFPVAEKVNKGLGILFSNGKRWKEIRRFCLMTLRNFGMGKRSIEDRVQEEARCLVEELRKTNASPCDPTFILGCAPCNVICSVIFHDRFDYKDQRFLNLMEKFNENLRILSSPWIQVCNNFPALIDYLPGSHNKIAENFAYIKSYVLERIKEHQESLDMNSARDFIDCFLIKMEQEKHNQQSEFTVESLIATVTDMFGAGTETTSTTLRYGLLLLLKYPEVTAKVQEEIECVVGRNRSPCMQDRSHMPYTDAVVHEIQRYIDLLPTNLPHAVTCDVKFKNYLIPKGTTIITSLTSVLHNDKEFPNPEMFDPGHFLDKSGNFKKSDYFMPFSAGKRMCMGEGLARMELFLFLTTILQNFNLKSQVDPKDIDITPIANAFGRVPPLYQLCFIPV. The pIC50 is 3.8. (3) The pIC50 is 2.5. The target protein (P07583) has sequence MSCQGPVCTNLGLKPGQRLTVKGIIAPNAKSFVMNLGKDSTHLGLHFNPRFDAHGDVNLIVCNSKKMEEWGTEQRETVFPFQKGAPIEITFSINPSDLTVHLPGHQFSFPNRLGLSVFDYFDTHGDFTLRSVSWE. The small molecule is O=C(/C=C/C(=O)N[C@@H]1O[C@H](CO)[C@@H](O[C@@H]2O[C@H](CO)[C@H](O)[C@H](O)[C@H]2O)[C@H](O)[C@H]1O)N[C@@H]1O[C@H](CO)[C@@H](O[C@@H]2O[C@H](CO)[C@H](O)[C@H](O)[C@H]2O)[C@H](O)[C@H]1O. (4) The drug is OC[C@@H]1C[C@H](O)[C@@H]2[C@H](O)[C@H](O)[C@@H](CO)N12. The target protein sequence is MAKIKLKKFLYGGDYNPDQWSEDVWEQDIEFMKYYNVNAVSMPIFSWAQLQPSEDKFTFEWLDRIIDKLYSNGIHVILATPTASQPAWLSKKYPDVLPVDIHGRKRKHGARQNYCPNSPNFKNAARRIVEQMAKRYKDHPAIIMWHISNEYGPYCYCENCAKAFREWLKERYKTLDELNKRWNTAFWGHTFYDWDEIEVPSYLNEEYEYMPGRQKSSFQGLSLDYKRFMSDSLLNLYKMEVEIIKKYMPDVPVTTNLMGPFKPLDYHKWAQYMDVVSWDNYPSIKDSPHSIAFKHDLMRGLKRDQSFILMEQTPSQTNWQWYNSAKRPGMIRLLSYHAIAHGADSVLYFQWRQSVGSCEKFHSAMVPHAGHLNTRVSKELKQIGDELLRLDEILESVNKSDVALLFDWENWWALEESMGFRNDISYLEHIDSYYKALYKLKTNVDVVDPTEDLSRYKLVVAPLLYLLDSNTAKNIEEYVKNGGIFITTFLSGLVDENDRV.... The pIC50 is 4.9. (5) The small molecule is O=C(Cc1cccs1)N[C@H]1C(=O)N2C(C(=O)[O-])=C(C[n+]3ccccc3)CS[C@H]12. The target protein (Q5RLM2) has sequence MGFEDLLDKVGGFGPFQLRNLVLMALPRMLLPMHFLLPVFMAAVPAHHCALPGAPANLSHQDLWLEAHLPRETDGSFSSCLRFAYPQTVPNVTLGTEVSNSGEPEGEPLTVPCSQGWEYDRSEFSSTIATEWDLVCQQRGLNKITSTCFFIGVLVGAVVYGYLSDRFGRRRLLLVAYVSSLVLGLMSAASINYIMFVVTRTLTGSALAGFTIIVLPLELEWLDVEHRTVAGVISTVFWSGGVLLLALVGYLIRSWRWLLLAATLPCVPGIISIWWVPESARWLLTQGRVEEAKKYLLSCAKLNGRPVGEGSLSQEALNNVVTMERALQRPSYLDLFRTSQLRHISLCCMMVWFGVNFSYYGLTLDVSGLGLNVYQTQLLFGAVELPSKIMVYFLVRRLGRRLTEAGMLLGAALTFGTSLLVSLETKSWITALVVVGKAFSEAAFTTAYLFTSELYPTVLRQTGLGLTALMGRLGASLAPLAALLDGVWLLLPKVAYGGIA.... The pIC50 is 2.3. (6) The compound is O=C(Cc1ccccc1)Oc1c(OC(=O)Cc2ccccc2)c(-c2ccc(O)cc2)c(O)c(O)c1-c1ccc(O)cc1. The target protein (Q13107) has sequence MAEGGGCRERPDAETQKSELGPLMRTTLQRGAQWYLIDSRWFKQWKKYVGFDSWDMYNVGEHNLFPGPIDNSGLFSDPESQTLKEHLIDELDYVLVPTEAWNKLLNWYGCVEGQQPIVRKVVEHGLFVKHCKVEVYLLELKLCENSDPTNVLSCHFSKADTIATIEKEMRKLFNIPAERETRLWNKYMSNTYEQLSKLDNTVQDAGLYQGQVLVIEPQNEDGTWPRQTLQSKSSTAPSRNFTTSPKSSASPYSSVSASLIANGDSTSTCGMHSSGVSRGGSGFSASYNCQEPPSSHIQPGLCGLGNLGNTCFMNSALQCLSNTAPLTDYFLKDEYEAEINRDNPLGMKGEIAEAYAELIKQMWSGRDAHVAPRMFKTQVGRFAPQFSGYQQQDSQELLAFLLDGLHEDLNRVKKKPYLELKDANGRPDAVVAKEAWENHRLRNDSVIVDTFHGLFKSTLVCPECAKVSVTFDPFCYLTLPLPLKKDRVMEVFLVPADPHC.... The pIC50 is 5.8. (7) The drug is COCC(O)CNC(=O)c1cnn2ccc(N3CCCC3c3cncc(F)c3)nc12. The target protein sequence is FRAIIRDLNSLFTPDYELLTENDMLPNMRIGALGFSGAFEDRDPTQFEERHLKFLQQLGKGNFGSVEMCRYDPLQDNTGEVVAVKKLQHSTEEHLRDFEREIEILKSLQHDNIVKYKGVCYSAGRRNLKLIMEYLPYGSLRDYLQKHKERIDHIKLLQYTSQICKGMEYLGTKRYIHRDLATRNILVENENRVKIGDFGLTKVLPQDKEYYKVKEPGESPIFWYAPESLTESKFSVASDVWSFGVVLYELFTYIEKSKSPPAEFMRMIGNDKQGQMIVFHLIELLKNNGRLPRPDGCPDEIYMIMTECWNNNVNQRPSFRDLALRVDQIRDNMAG. The pIC50 is 6.0. (8) The drug is CN(C)C(=O)c1cccc(S(=O)(=O)N2CCC[C@H]2C(=O)O[C@@H](Cc2c(Cl)c[n+]([O-])cc2Cl)c2ccc(OC(F)F)c(OCC3CC3)c2)c1. The target protein (O76083) has sequence MGSGSSSYRPKAIYLDIDGRIQKVIFSKYCNSSDIMDLFCIATGLPRNTTISLLTTDDAMVSIDPTMPANSERTPYKVRPVAIKQLSAGVEDKRTTSRGQSAERPLRDRRVVGLEQPRREGAFESGQVEPRPREPQGCYQEGQRIPPEREELIQSVLAQVAEQFSRAFKINELKAEVANHLAVLEKRVELEGLKVVEIEKCKSDIKKMREELAARSSRTNCPCKYSFLDNHKKLTPRRDVPTYPKYLLSPETIEALRKPTFDVWLWEPNEMLSCLEHMYHDLGLVRDFSINPVTLRRWLFCVHDNYRNNPFHNFRHCFCVAQMMYSMVWLCSLQEKFSQTDILILMTAAICHDLDHPGYNNTYQINARTELAVRYNDISPLENHHCAVAFQILAEPECNIFSNIPPDGFKQIRQGMITLILATDMARHAEIMDSFKEKMENFDYSNEEHMTLLKMILIKCCDISNEVRPMEVAEPWVDCLLEEYFMQSDREKSEGLPVAP.... The pIC50 is 4.5.